Dataset: Forward reaction prediction with 1.9M reactions from USPTO patents (1976-2016). Task: Predict the product of the given reaction. (1) Given the reactants [NH2:1][C:2]1[C:3]2[N:4]([C:8]([CH3:12])=[C:9]([CH3:11])[N:10]=2)[CH:5]=[CH:6][CH:7]=1.[CH3:13][O:14][C:15]1[CH:22]=[C:21]([CH3:23])[C:18]([CH:19]=O)=[C:17]([CH3:24])[CH:16]=1.C([BH3-])#N.[Na+].[OH-].[Na+], predict the reaction product. The product is: [CH3:13][O:14][C:15]1[CH:22]=[C:21]([CH3:23])[C:18]([CH2:19][NH:1][C:2]2[C:3]3[N:4]([C:8]([CH3:12])=[C:9]([CH3:11])[N:10]=3)[CH:5]=[CH:6][CH:7]=2)=[C:17]([CH3:24])[CH:16]=1. (2) Given the reactants Br[C:2]1[CH:3]=[C:4]([C:8]2([C:20]3[CH:25]=[CH:24][C:23]([O:26][CH3:27])=[CH:22][CH:21]=3)[C:12]3=[N:13][CH2:14][CH:15]([O:17][CH3:18])[CH2:16][N:11]3[C:10](=S)[NH:9]2)[CH:5]=[CH:6][CH:7]=1.[NH3:28].C(OO)(C)(C)C.[Cl:35][C:36]1[CH:37]=[C:38](B(O)O)[CH:39]=[C:40]([Cl:42])[CH:41]=1.C(=O)([O-])[O-].[K+].[K+], predict the reaction product. The product is: [Cl:35][C:36]1[CH:37]=[C:38]([C:2]2[CH:7]=[CH:6][CH:5]=[C:4]([C:8]3([C:20]4[CH:25]=[CH:24][C:23]([O:26][CH3:27])=[CH:22][CH:21]=4)[C:12]4=[N:13][CH2:14][CH:15]([O:17][CH3:18])[CH2:16][N:11]4[C:10]([NH2:28])=[N:9]3)[CH:3]=2)[CH:39]=[C:40]([Cl:42])[CH:41]=1. (3) Given the reactants [F:1][C:2]1[CH:3]=[CH:4][C:5]([C:8]([OH:10])=O)=[N:6][CH:7]=1.O[N:12]1C2N=CC=CC=2N=N1.C(Cl)CCl.[OH-].[NH4+].C([O-])(O)=O.[Na+], predict the reaction product. The product is: [F:1][C:2]1[CH:3]=[CH:4][C:5]([C:8]([NH2:12])=[O:10])=[N:6][CH:7]=1. (4) The product is: [Br:1][CH2:2][CH2:3][CH2:4][CH2:5][CH2:6][CH2:7][CH2:8][C:9]([O:11][CH3:17])=[O:10]. Given the reactants [Br:1][CH2:2][CH2:3][CH2:4][CH2:5][CH2:6][CH2:7][CH2:8][C:9]([OH:11])=[O:10].OS(O)(=O)=O.[CH3:17]O, predict the reaction product.